Dataset: Catalyst prediction with 721,799 reactions and 888 catalyst types from USPTO. Task: Predict which catalyst facilitates the given reaction. (1) Reactant: [C:1]1([C:7]2[CH:12]=[CH:11][CH:10]=[CH:9][C:8]=2[OH:13])[CH:6]=[CH:5][CH:4]=[CH:3][CH:2]=1.[OH-].[K+].CS(C)=O.Cl[CH2:21][CH2:22][CH2:23][CH2:24][CH2:25][CH2:26][CH2:27][CH2:28][CH2:29][CH2:30][CH2:31][CH2:32][CH2:33][CH2:34][CH2:35][CH3:36]. Product: [CH2:36]([O:13][C:8]1[CH:9]=[CH:10][CH:11]=[CH:12][C:7]=1[C:1]1[CH:2]=[CH:3][CH:4]=[CH:5][CH:6]=1)[CH2:35][CH2:34][CH2:33][CH2:32][CH2:31][CH2:30][CH2:29][CH2:28][CH2:27][CH2:26][CH2:25][CH2:24][CH2:23][CH2:22][CH3:21]. The catalyst class is: 6. (2) Reactant: [NH2:1][CH2:2][CH2:3][C:4]1[CH:27]=[CH:26][C:7]([NH:8][CH:9]2[CH2:14][CH2:13][N:12]([C:15]([NH:17][CH2:18][CH2:19][CH2:20][CH2:21][CH2:22][CH2:23][CH2:24][CH3:25])=[O:16])[CH2:11][CH2:10]2)=[CH:6][CH:5]=1.[O:28]1[CH2:30][C@H:29]1[CH2:31][O:32][C:33]1[CH:34]=[C:35]([NH:39][C:40](=[O:42])[CH3:41])[CH:36]=[CH:37][CH:38]=1. Product: [CH2:18]([NH:17][C:15]([N:12]1[CH2:13][CH2:14][CH:9]([NH:8][C:7]2[CH:6]=[CH:5][C:4]([CH2:3][CH2:2][NH:1][CH2:30][C@H:29]([OH:28])[CH2:31][O:32][C:33]3[CH:38]=[CH:37][CH:36]=[C:35]([NH:39][C:40](=[O:42])[CH3:41])[CH:34]=3)=[CH:27][CH:26]=2)[CH2:10][CH2:11]1)=[O:16])[CH2:19][CH2:20][CH2:21][CH2:22][CH2:23][CH2:24][CH3:25]. The catalyst class is: 147. (3) Reactant: [Br:1][C:2]1[CH:11]=[CH:10][C:5]([C:6]([O:8][CH3:9])=[O:7])=[CH:4][C:3]=1[S:12](Cl)(=[O:14])=[O:13].[NH:16]1[CH2:22][CH2:21][CH2:20][CH:19]([OH:23])[CH2:18][CH2:17]1. Product: [Br:1][C:2]1[CH:11]=[CH:10][C:5]([C:6]([O:8][CH3:9])=[O:7])=[CH:4][C:3]=1[S:12]([N:16]1[CH2:22][CH2:21][CH2:20][CH:19]([OH:23])[CH2:18][CH2:17]1)(=[O:14])=[O:13]. The catalyst class is: 2. (4) Reactant: [OH:1][C:2]1[CH:3]=[C:4]([C:11]2[C:12](=[O:28])[N:13]([CH3:27])[C:14](=[O:26])[C:15]=2[C:16]2[C:24]3[C:19](=[CH:20][CH:21]=[CH:22][CH:23]=3)[N:18]([CH3:25])[CH:17]=2)[C:5]2[O:9][CH:8]=[CH:7][C:6]=2[CH:10]=1.C(=O)([O-])[O-].[K+].[K+].Br[CH2:36][CH2:37][O:38]C1CCCCO1. Product: [OH:38][CH2:37][CH2:36][O:1][C:2]1[CH:3]=[C:4]([C:11]2[C:12](=[O:28])[N:13]([CH3:27])[C:14](=[O:26])[C:15]=2[C:16]2[C:24]3[C:19](=[CH:20][CH:21]=[CH:22][CH:23]=3)[N:18]([CH3:25])[CH:17]=2)[C:5]2[O:9][CH:8]=[CH:7][C:6]=2[CH:10]=1. The catalyst class is: 42. (5) Reactant: C(O)C.[O:4]1[C:9]2[CH:10]=[CH:11][C:12]([CH2:14][NH:15][CH:16]3[CH2:21][CH2:20][N:19]([CH2:22][CH2:23][N:24]4[C:33]5[C:28](=[CH:29][CH:30]=[C:31]([O:34][CH3:35])[CH:32]=5)[C:27]([C:36]([O:38]C)=[O:37])=[CH:26][C:25]4=[O:40])[CH2:18][CH2:17]3)=[CH:13][C:8]=2[O:7][CH2:6][CH2:5]1.[OH-].[Na+]. Product: [O:4]1[C:9]2[CH:10]=[CH:11][C:12]([CH2:14][NH:15][CH:16]3[CH2:17][CH2:18][N:19]([CH2:22][CH2:23][N:24]4[C:33]5[C:28](=[CH:29][CH:30]=[C:31]([O:34][CH3:35])[CH:32]=5)[C:27]([C:36]([OH:38])=[O:37])=[CH:26][C:25]4=[O:40])[CH2:20][CH2:21]3)=[CH:13][C:8]=2[O:7][CH2:6][CH2:5]1. The catalyst class is: 6. (6) Reactant: [Cl:1][C:2]1[CH:7]=[CH:6][C:5]([S:8]([N:11]2[CH:19]3[CH2:20][CH2:21][CH2:22][CH:12]2[C:13]2[CH:14]=[N:15][NH:16][C:17]=2[C:18]3=[O:23])(=[O:10])=[O:9])=[CH:4][CH:3]=1.[BH4-].[Na+]. Product: [Cl:1][C:2]1[CH:7]=[CH:6][C:5]([S:8]([N:11]2[CH:19]3[CH2:20][CH2:21][CH2:22][CH:12]2[C:13]2[CH:14]=[N:15][NH:16][C:17]=2[CH:18]3[OH:23])(=[O:10])=[O:9])=[CH:4][CH:3]=1. The catalyst class is: 92. (7) Reactant: [NH2:1][C:2]1[CH:10]=[CH:9][C:5]([C:6]([OH:8])=[O:7])=[CH:4][C:3]=1[CH3:11].[CH3:12][O:13][C:14]1[CH:19]=[CH:18][C:17]([C:20](=O)[CH2:21][CH2:22][C:23](=O)[CH2:24][CH2:25][C:26]([O:28][CH2:29][CH3:30])=[O:27])=[CH:16][CH:15]=1.C1(C)C=CC(S(O)(=O)=O)=CC=1. Product: [CH2:29]([O:28][C:26](=[O:27])[CH2:25][CH2:24][C:23]1[N:1]([C:2]2[CH:10]=[CH:9][C:5]([C:6]([OH:8])=[O:7])=[CH:4][C:3]=2[CH3:11])[C:20]([C:17]2[CH:16]=[CH:15][C:14]([O:13][CH3:12])=[CH:19][CH:18]=2)=[CH:21][CH:22]=1)[CH3:30]. The catalyst class is: 225. (8) Reactant: [F:1][C:2]1[CH:3]=[C:4]([C:11]2[C:12]([C:17]#[N:18])=[CH:13][CH:14]=[CH:15][CH:16]=2)[CH:5]=[C:6]([N+:8]([O-])=O)[CH:7]=1.O.O.[Sn](Cl)Cl. Product: [NH2:8][C:6]1[CH:7]=[C:2]([F:1])[CH:3]=[C:4]([C:11]2[C:12]([C:17]#[N:18])=[CH:13][CH:14]=[CH:15][CH:16]=2)[CH:5]=1. The catalyst class is: 199. (9) Reactant: [CH3:1][S:2]([C:5]1[CH:10]=[CH:9][C:8]([CH2:11][CH2:12][O:13][C:14]2[CH:27]=[CH:26][C:17]([CH2:18][CH:19]([CH2:24][CH3:25])[C:20](OC)=[O:21])=[CH:16][CH:15]=2)=[CH:7][CH:6]=1)(=[O:4])=[O:3].CC(C[AlH]CC(C)C)C. Product: [CH3:1][S:2]([C:5]1[CH:6]=[CH:7][C:8]([CH2:11][CH2:12][O:13][C:14]2[CH:27]=[CH:26][C:17]([CH2:18][CH:19]([CH2:24][CH3:25])[CH2:20][OH:21])=[CH:16][CH:15]=2)=[CH:9][CH:10]=1)(=[O:3])=[O:4]. The catalyst class is: 2. (10) Reactant: C(=O)([O-])[O-:2].[Na+].[Na+].[OH-].[Na+].[CH3:9][O:10][C:11]1[CH:12]=[C:13]2[C:18](=[CH:19][C:20]=1[O:21][CH3:22])[N:17]=[CH:16][N:15]=[C:14]2[NH:23][C:24]1[CH:25]=[C:26]([OH:31])[CH:27]=[C:28]([CH3:30])[CH:29]=1.[O]N(S(=O)([O-])=O)S(=O)([O-])=O.[K+].[K+].[Cl-].[NH4+]. Product: [CH3:9][O:10][C:11]1[CH:12]=[C:13]2[C:18](=[CH:19][C:20]=1[O:21][CH3:22])[N:17]=[CH:16][N:15]=[C:14]2[NH:23][C:24]1[C:29]([C:28]([CH3:30])=[CH:27][C:26](=[O:31])[CH:25]=1)=[O:2]. The catalyst class is: 69.